This data is from Forward reaction prediction with 1.9M reactions from USPTO patents (1976-2016). The task is: Predict the product of the given reaction. Given the reactants Cl[C:2]1[C:11]([CH:12]([N:14]2[C:22](=[O:23])[C:21]3[C:16](=[CH:17][CH:18]=[CH:19][CH:20]=3)[C:15]2=[O:24])[CH3:13])=[CH:10][C:9]2[C:4](=[CH:5][CH:6]=[CH:7][C:8]=2[Cl:25])[N:3]=1.C([Sn](CCCC)(CCCC)[C:31]1[CH:36]=[CH:35][CH:34]=[CH:33][N:32]=1)CCC.CCOC(C)=O, predict the reaction product. The product is: [Cl:25][C:8]1[CH:7]=[CH:6][CH:5]=[C:4]2[C:9]=1[CH:10]=[C:11]([CH:12]([N:14]1[C:22](=[O:23])[C:21]3[C:16](=[CH:17][CH:18]=[CH:19][CH:20]=3)[C:15]1=[O:24])[CH3:13])[C:2]([C:31]1[CH:36]=[CH:35][CH:34]=[CH:33][N:32]=1)=[N:3]2.